From a dataset of Reaction yield outcomes from USPTO patents with 853,638 reactions. Predict the reaction yield, written as a fraction of the theoretical maximum amount of product (1.0 means a 100% yield; for example, 0.34 means a 34% yield). (1) The catalyst is O1CCCC1. The product is [Cl:50][C:28]1[CH:29]=[C:30](/[C:33](/[C:40]2[CH:41]=[CH:42][C:43]([CH2:48][CH3:49])=[C:44]([O:46][CH3:47])[N:45]=2)=[CH:34]\[CH:35]2[CH2:36][CH2:37][CH2:38][CH2:39]2)[CH:31]=[CH:32][C:27]=1[OH:26]. The reactants are [F-].C([N+](CCCC)(CCCC)CCCC)CCC.[Si]([O:26][C:27]1[CH:32]=[CH:31][C:30](/[C:33](/[C:40]2[N:45]=[C:44]([O:46][CH3:47])[C:43]([CH2:48][CH3:49])=[CH:42][CH:41]=2)=[CH:34]\[CH:35]2[CH2:39][CH2:38][CH2:37][CH2:36]2)=[CH:29][C:28]=1[Cl:50])(C(C)(C)C)(C)C.O.Cl. The yield is 0.990. (2) The reactants are [CH3:1][O:2][CH2:3][CH2:4][NH:5][CH3:6].Cl[CH2:8][C:9]1[CH:39]=[CH:38][C:12]([C:13]([NH:15][C:16]2[S:17][C:18]3[C:24]([C:25]4[N:26]=[C:27]([N:30]5[CH2:35][CH2:34][O:33][CH2:32][CH2:31]5)[S:28][CH:29]=4)=[CH:23][CH:22]=[C:21]([O:36][CH3:37])[C:19]=3[N:20]=2)=[O:14])=[CH:11][CH:10]=1. The catalyst is C1COCC1. The product is [CH3:1][O:2][CH2:3][CH2:4][N:5]([CH2:8][C:9]1[CH:10]=[CH:11][C:12]([C:13]([NH:15][C:16]2[S:17][C:18]3[C:24]([C:25]4[N:26]=[C:27]([N:30]5[CH2:31][CH2:32][O:33][CH2:34][CH2:35]5)[S:28][CH:29]=4)=[CH:23][CH:22]=[C:21]([O:36][CH3:37])[C:19]=3[N:20]=2)=[O:14])=[CH:38][CH:39]=1)[CH3:6]. The yield is 0.790.